Dataset: Reaction yield outcomes from USPTO patents with 853,638 reactions. Task: Predict the reaction yield, written as a fraction of the theoretical maximum amount of product (1.0 means a 100% yield; for example, 0.34 means a 34% yield). (1) The reactants are [OH:1][C:2]1[CH:11]=[C:10]2[C:5]([C:6]([O:12][C:13]3[CH:14]=[CH:15][C:16]([NH:19][C:20]([C:22]4[C:23](=[O:35])[N:24]([C:29]5[CH:34]=[CH:33][CH:32]=[CH:31][CH:30]=5)[N:25]([CH3:28])[C:26]=4[CH3:27])=[O:21])=[N:17][CH:18]=3)=[CH:7][CH:8]=[N:9]2)=[CH:4][CH:3]=1.C(=O)([O-])[O-].[Cs+].[Cs+].CS(O[CH2:47][CH2:48][CH2:49][N:50](C(OC(C)(C)C)=O)[CH:51]1[CH2:57][C:54]2([CH2:56][CH2:55]2)[O:53][CH2:52]1)(=O)=O. The catalyst is CN(C)C(=O)C. The product is [CH2:56]1[C:54]2([CH2:57][CH:51]([NH:50][CH2:49][CH2:48][CH2:47][O:1][C:2]3[CH:11]=[C:10]4[C:5]([C:6]([O:12][C:13]5[CH:14]=[CH:15][C:16]([NH:19][C:20]([C:22]6[C:23](=[O:35])[N:24]([C:29]7[CH:30]=[CH:31][CH:32]=[CH:33][CH:34]=7)[N:25]([CH3:28])[C:26]=6[CH3:27])=[O:21])=[N:17][CH:18]=5)=[CH:7][CH:8]=[N:9]4)=[CH:4][CH:3]=3)[CH2:52][O:53]2)[CH2:55]1. The yield is 0.625. (2) The reactants are [CH2:1]([O:3][C:4]1[CH:5]=[C:6]([C:13]2[O:17][N:16]=[C:15]([C:18]3[CH:19]=[CH:20][C:21]4[O:25][C:24]([CH:26]([OH:28])C)=[CH:23][C:22]=4[CH:29]=3)[N:14]=2)[CH:7]=[CH:8][C:9]=1[O:10][CH2:11][CH3:12])[CH3:2]. The catalyst is O1CCOCC1.O=[Mn]=O. The product is [CH2:1]([O:3][C:4]1[CH:5]=[C:6]([C:13]2[O:17][N:16]=[C:15]([C:18]3[CH:19]=[CH:20][C:21]4[O:25][C:24]([CH:26]=[O:28])=[CH:23][C:22]=4[CH:29]=3)[N:14]=2)[CH:7]=[CH:8][C:9]=1[O:10][CH2:11][CH3:12])[CH3:2]. The yield is 1.00. (3) The reactants are [CH:1]([NH:4][C:5]1[O:9][C:8]([C:10]2[CH:11]=[C:12]3[C:16](=[CH:17][CH:18]=2)[N:15]([S:19]([C:22]2[CH:28]=[CH:27][C:25]([CH3:26])=[CH:24][CH:23]=2)(=[O:21])=[O:20])[CH:14]=[C:13]3[C:29]2[N:34]=[C:33]([C:35](O)=[O:36])[CH:32]=[CH:31][CH:30]=2)=[N:7][N:6]=1)([CH3:3])[CH3:2].C1C[N:41]([P+](ON2N=NC3C=CC=CC2=3)(N2CCCC2)N2CCCC2)[CH2:40]C1.F[P-](F)(F)(F)(F)F.C1C=CC2N(O)N=NC=2C=1.CCN(C(C)C)C(C)C.Cl.CN. The catalyst is CN(C=O)C. The product is [CH:1]([NH:4][C:5]1[O:9][C:8]([C:10]2[CH:11]=[C:12]3[C:16](=[CH:17][CH:18]=2)[N:15]([S:19]([C:22]2[CH:28]=[CH:27][C:25]([CH3:26])=[CH:24][CH:23]=2)(=[O:21])=[O:20])[CH:14]=[C:13]3[C:29]2[N:34]=[C:33]([C:35]([NH:41][CH3:40])=[O:36])[CH:32]=[CH:31][CH:30]=2)=[N:7][N:6]=1)([CH3:3])[CH3:2]. The yield is 0.980. (4) The reactants are FC(F)(F)S(O[C:7]1[CH:12]=[C:11]([CH2:13][O:14][CH3:15])[N:10]=[C:9]([S:16][CH3:17])[N:8]=1)(=O)=O.C([N:23](CC)C(C)C)(C)C.CC(N)(C)CC(C)(C)C.FC(F)(F)C(O)=O. The catalyst is C(#N)C. The product is [CH3:15][O:14][CH2:13][C:11]1[N:10]=[C:9]([S:16][CH3:17])[N:8]=[C:7]([NH2:23])[CH:12]=1. The yield is 0.920. (5) The reactants are [CH3:1][O:2][C:3]1[CH:12]=[C:11]([O:13][CH3:14])[C:10]2[C:5](=[CH:6][CH:7]=[CH:8][CH:9]=2)[N:4]=1.[Li]CCCC.Cl[C:21]([O:23][CH2:24][CH3:25])=[O:22].O. The catalyst is C1COCC1. The product is [CH3:1][O:2][C:3]1[C:12]([C:21]([O:23][CH2:24][CH3:25])=[O:22])=[C:11]([O:13][CH3:14])[C:10]2[C:5](=[CH:6][CH:7]=[CH:8][CH:9]=2)[N:4]=1. The yield is 0.600. (6) The reactants are [CH3:1][C:2]1[O:3][C:4]([CH3:10])=[CH:5][C:6]=1[C:7](Cl)=[O:8].[CH3:11][NH:12][CH3:13].O1CCOCC1. The catalyst is C1COCC1. The product is [CH3:11][N:12]([CH3:13])[C:7]([C:6]1[CH:5]=[C:4]([CH3:10])[O:3][C:2]=1[CH3:1])=[O:8]. The yield is 0.800. (7) The reactants are [C:1]([C:4]1[CH:9]=[N:8][N:7]2[CH:10]=[C:11]([C:13]3[CH:18]=[CH:17][CH:16]=[CH:15][CH:14]=3)[CH:12]=[C:6]2[C:5]=1[NH:19][C@H:20]1[CH2:24][CH2:23][C@@:22]([CH2:26][NH:27]C(=O)OC(C)(C)C)([CH3:25])[C:21]1([CH3:36])[CH3:35])(=[O:3])[NH2:2].FC(F)(F)C(O)=O. The catalyst is ClCCl.C(OCC)(=O)C. The product is [NH2:27][CH2:26][C@@:22]1([CH3:25])[CH2:23][CH2:24][C@H:20]([NH:19][C:5]2[C:6]3[N:7]([CH:10]=[C:11]([C:13]4[CH:18]=[CH:17][CH:16]=[CH:15][CH:14]=4)[CH:12]=3)[N:8]=[CH:9][C:4]=2[C:1]([NH2:2])=[O:3])[C:21]1([CH3:36])[CH3:35]. The yield is 0.970.